Dataset: Forward reaction prediction with 1.9M reactions from USPTO patents (1976-2016). Task: Predict the product of the given reaction. (1) Given the reactants [C:1]1([C@@:7]([OH:21])([CH2:18][CH2:19][CH3:20])[CH2:8][NH:9][C@H](C2C=CC=CC=2)C)[CH:6]=[CH:5][CH:4]=[CH:3][CH:2]=1, predict the reaction product. The product is: [NH2:9][CH2:8][C@:7]([C:1]1[CH:6]=[CH:5][CH:4]=[CH:3][CH:2]=1)([OH:21])[CH2:18][CH2:19][CH3:20]. (2) Given the reactants [CH2:1]([O:3][C:4]([C:6]1[CH:7]=[N:8][N:9]([CH3:14])[C:10]=1[C:11](Cl)=[O:12])=[O:5])[CH3:2].[C:15]1([C:21]2[N:22]=[C:23]3[N:28]=[C:27]([NH2:29])[CH:26]=[CH:25][N:24]3[CH:30]=2)[CH:20]=[CH:19][CH:18]=[CH:17][CH:16]=1.C(N(CC)CC)C, predict the reaction product. The product is: [CH2:1]([O:3][C:4]([C:6]1[CH:7]=[N:8][N:9]([CH3:14])[C:10]=1[C:11](=[O:12])[NH:29][C:27]1[CH:26]=[CH:25][N:24]2[CH:30]=[C:21]([C:15]3[CH:20]=[CH:19][CH:18]=[CH:17][CH:16]=3)[N:22]=[C:23]2[N:28]=1)=[O:5])[CH3:2]. (3) Given the reactants [NH:1]1[CH2:4][CH:3]([O:5][C:6]2[CH:11]=[CH:10][C:9]([CH2:12][N:13]([CH3:15])[CH3:14])=[C:8]([Cl:16])[CH:7]=2)[CH2:2]1.[CH3:17][O:18][C:19]1[CH:24]=[CH:23][C:22]([C:25]2[O:29][C:28]([C:30](OCC)=[O:31])=[N:27][N:26]=2)=[CH:21][CH:20]=1, predict the reaction product. The product is: [Cl:16][C:8]1[CH:7]=[C:6]([CH:11]=[CH:10][C:9]=1[CH2:12][N:13]([CH3:14])[CH3:15])[O:5][CH:3]1[CH2:4][N:1]([C:30]([C:28]2[O:29][C:25]([C:22]3[CH:23]=[CH:24][C:19]([O:18][CH3:17])=[CH:20][CH:21]=3)=[N:26][N:27]=2)=[O:31])[CH2:2]1.